From a dataset of Catalyst prediction with 721,799 reactions and 888 catalyst types from USPTO. Predict which catalyst facilitates the given reaction. (1) Reactant: [Br:1][CH2:2][CH2:3][CH2:4][CH2:5][CH2:6][CH:7]=[CH2:8].ClC1C=CC=C(C(OO)=[O:17])C=1.C(OCC)C.S([O-])([O-])(=O)=S.[Na+].[Na+]. Product: [Br:1][CH2:2][CH2:3][CH2:4][CH2:5][CH2:6][CH:7]1[CH2:8][O:17]1. The catalyst class is: 22. (2) Reactant: [CH3:1][O:2][C:3]1[C:8]([N:9]2[CH2:17][C@@H:16]3[C@@H:11]([CH2:12][CH2:13][CH2:14][NH:15]3)[CH2:10]2)=[C:7]([F:18])[CH:6]=[C:5]2[C:19]([C:21]([C:27]([OH:29])=[O:28])=[CH:22][N:23]([CH:24]3[CH2:26][CH2:25]3)[C:4]=12)=[O:20].Cl.[OH-].[Na+]. Product: [CH3:1][O:2][C:3]1[C:8]([N:9]2[CH2:17][C@@H:16]3[C@@H:11]([CH2:12][CH2:13][CH2:14][NH:15]3)[CH2:10]2)=[C:7]([F:18])[CH:6]=[C:5]2[C:19]([C:21]([C:27]([OH:29])=[O:28])=[CH:22][N:23]([CH:24]3[CH2:26][CH2:25]3)[C:4]=12)=[O:20]. The catalyst class is: 6. (3) Reactant: [Si:1]([O:8][CH2:9][CH2:10][CH2:11][CH2:12][N:13]1[C:21]2[CH:20]=[CH:19][N:18]=[CH:17][C:16]=2[CH:15]=[C:14]1[C:22](OCC)=[O:23])([C:4]([CH3:7])([CH3:6])[CH3:5])([CH3:3])[CH3:2]. Product: [Si:1]([O:8][CH2:9][CH2:10][CH2:11][CH2:12][N:13]1[C:21]2[CH:20]=[CH:19][N:18]=[CH:17][C:16]=2[CH:15]=[C:14]1[CH2:22][OH:23])([C:4]([CH3:7])([CH3:5])[CH3:6])([CH3:3])[CH3:2]. The catalyst class is: 1. (4) Reactant: [CH3:1][O:2][C:3]1[CH:4]=[C:5]([NH:11][C:12]([NH:14][C:15]2[CH:16]=[CH:17][C:18]([O:25][CH:26]([C:34]3[CH:39]=[CH:38][CH:37]=[CH:36][C:35]=3[Cl:40])[C:27]3[CH:32]=[CH:31][C:30]([F:33])=[CH:29][CH:28]=3)=[C:19]([CH:24]=2)[C:20]([O:22]C)=[O:21])=[O:13])[CH:6]=[CH:7][C:8]=1[O:9][CH3:10].[OH-].[Na+].O.Cl. Product: [CH3:1][O:2][C:3]1[CH:4]=[C:5]([NH:11][C:12]([NH:14][C:15]2[CH:16]=[CH:17][C:18]([O:25][CH:26]([C:34]3[CH:39]=[CH:38][CH:37]=[CH:36][C:35]=3[Cl:40])[C:27]3[CH:32]=[CH:31][C:30]([F:33])=[CH:29][CH:28]=3)=[C:19]([CH:24]=2)[C:20]([OH:22])=[O:21])=[O:13])[CH:6]=[CH:7][C:8]=1[O:9][CH3:10]. The catalyst class is: 5. (5) Reactant: [NH:1]1[C:9]2[C:4](=[CH:5][CH:6]=[CH:7][CH:8]=2)[C:3]([C:10]([OH:12])=O)=[N:2]1.ClC(OCC(C)C)=O.CN1CCOCC1.[NH:28]1[CH2:33][CH2:32][CH2:31][CH2:30][CH2:29]1. Product: [NH:1]1[C:9]2[C:4](=[CH:5][CH:6]=[CH:7][CH:8]=2)[C:3]([C:10]([N:28]2[CH2:33][CH2:32][CH2:31][CH2:30][CH2:29]2)=[O:12])=[N:2]1. The catalyst class is: 49. (6) Reactant: C[O:2][C:3](=O)[CH2:4][C:5]([CH3:7])=[O:6].[H-].[Na+].[Li]CCCC.[CH2:16]([O:23][C:24]1[CH:29]=[CH:28][C:27]([CH2:30][CH2:31][C:32]([CH:34]2[CH2:38][CH2:37][CH2:36][CH2:35]2)=[O:33])=[CH:26][CH:25]=1)[C:17]1[CH:22]=[CH:21][CH:20]=[CH:19][CH:18]=1. Product: [CH2:16]([O:23][C:24]1[CH:25]=[CH:26][C:27]([CH2:30][CH2:31][C:32]2([CH:34]3[CH2:35][CH2:36][CH2:37][CH2:38]3)[O:33][C:3](=[O:2])[CH2:4][C:5](=[O:6])[CH2:7]2)=[CH:28][CH:29]=1)[C:17]1[CH:18]=[CH:19][CH:20]=[CH:21][CH:22]=1. The catalyst class is: 1. (7) Reactant: [O:1]=[C:2]1[CH:8]([NH:9][C:10](=[O:13])[O:11][CH3:12])[CH2:7][C:6]2[CH:14]=[CH:15][CH:16]=[CH:17][C:5]=2[CH2:4][NH:3]1.[H-].[Na+].[CH3:20]I.[Cl-].[NH4+]. Product: [CH3:20][N:3]1[C:2](=[O:1])[CH:8]([NH:9][C:10](=[O:13])[O:11][CH3:12])[CH2:7][C:6]2[CH:14]=[CH:15][CH:16]=[CH:17][C:5]=2[CH2:4]1. The catalyst class is: 118.